This data is from Forward reaction prediction with 1.9M reactions from USPTO patents (1976-2016). The task is: Predict the product of the given reaction. The product is: [CH2:1]([O:8][C:9](=[O:26])[CH:10]([NH:18][C:19]([O:21][C:22]([CH3:24])([CH3:23])[CH3:25])=[O:20])[CH2:11][CH:12]=[O:13])[C:2]1[CH:7]=[CH:6][CH:5]=[CH:4][CH:3]=1. Given the reactants [CH2:1]([O:8][C:9](=[O:26])[CH:10]([NH:18][C:19]([O:21][C:22]([CH3:25])([CH3:24])[CH3:23])=[O:20])[CH2:11][C:12](N(OC)C)=[O:13])[C:2]1[CH:7]=[CH:6][CH:5]=[CH:4][CH:3]=1.CC(C[AlH]CC(C)C)C, predict the reaction product.